From a dataset of Full USPTO retrosynthesis dataset with 1.9M reactions from patents (1976-2016). Predict the reactants needed to synthesize the given product. (1) Given the product [CH3:20][O:21][C:22]1[CH:27]=[C:26]([CH:28]([NH:32][C:33]2[CH:38]=[CH:37][C:36]([C:39]3[N:43]=[C:42]([CH3:44])[O:41][N:40]=3)=[CH:35][CH:34]=2)[C:29]2[NH:31][C:49](=[O:50])[N:2]([C:4]3[CH:12]=[CH:11][CH:10]=[CH:9][C:5]=3[C:6]([OH:8])=[O:7])[N:3]=2)[CH:25]=[C:24]([CH3:45])[N:23]=1, predict the reactants needed to synthesize it. The reactants are: Cl.[NH:2]([C:4]1[CH:12]=[CH:11][CH:10]=[CH:9][C:5]=1[C:6]([OH:8])=[O:7])[NH2:3].C(N(CC)CC)C.[CH3:20][O:21][C:22]1[CH:27]=[C:26]([C:28](=[N:32][C:33]2[CH:38]=[CH:37][C:36]([C:39]3[N:43]=[C:42]([CH3:44])[O:41][N:40]=3)=[CH:35][CH:34]=2)[C:29]([NH2:31])=S)[CH:25]=[C:24]([CH3:45])[N:23]=1.CN([CH:49]=[O:50])C. (2) Given the product [OH:29][CH:26]1[CH2:7][CH2:6][N:5]([C:8]([N:10]2[CH2:19][CH2:18][C:17]3[N:16]=[CH:15][C:14]([C:20]([F:21])([F:23])[F:22])=[CH:13][C:12]=3[CH2:11]2)=[O:9])[CH2:4]1, predict the reactants needed to synthesize it. The reactants are: [I-].C[N+]1[CH:7]=[CH:6][N:5]([C:8]([N:10]2[CH2:19][CH2:18][C:17]3[N:16]=[CH:15][C:14]([C:20]([F:23])([F:22])[F:21])=[CH:13][C:12]=3[CH2:11]2)=[O:9])[CH:4]=1.N1CC[CH:26]([OH:29])C1.CCN(CC)CC.